From a dataset of Full USPTO retrosynthesis dataset with 1.9M reactions from patents (1976-2016). Predict the reactants needed to synthesize the given product. (1) The reactants are: [Br:1][C:2]1[CH:3]=[CH:4][C:5]([C:37]#[C:38][C:39]2([OH:50])[CH2:42][N:41](C(OC(C)(C)C)=O)[CH2:40]2)=[N:6][C:7]=1[C@@H:8]([NH:18][C:19](=[O:36])[CH2:20][N:21]1[C:25]2[C:26]([F:31])([F:30])[C@@H:27]3[CH2:29][C@@H:28]3[C:24]=2[C:23]([C:32]([F:35])([F:34])[F:33])=[N:22]1)[CH2:9][C:10]1[CH:15]=[C:14]([F:16])[CH:13]=[C:12]([F:17])[CH:11]=1.C(O)(C(F)(F)F)=O. Given the product [Br:1][C:2]1[C:7]([C@@H:8]([NH:18][C:19](=[O:36])[CH2:20][N:21]2[C:25]3[C:26]([F:30])([F:31])[C@@H:27]4[CH2:29][C@@H:28]4[C:24]=3[C:23]([C:32]([F:35])([F:34])[F:33])=[N:22]2)[CH2:9][C:10]2[CH:11]=[C:12]([F:17])[CH:13]=[C:14]([F:16])[CH:15]=2)=[N:6][C:5]([C:37]#[C:38][C:39]2([OH:50])[CH2:42][NH:41][CH2:40]2)=[CH:4][CH:3]=1, predict the reactants needed to synthesize it. (2) Given the product [CH3:7][N:8]([CH3:24])[C:9]1([C:19]2[S:20][CH:21]=[CH:22][CH:23]=2)[CH2:10][CH2:11][C:12]2([CH2:16][CH2:15][N:14]([CH3:3])[CH2:13]2)[CH2:17][CH2:18]1, predict the reactants needed to synthesize it. The reactants are: C=O.[C:3]([BH3-])#N.[Na+].[CH3:7][N:8]([CH3:24])[C:9]1([C:19]2[S:20][CH:21]=[CH:22][CH:23]=2)[CH2:18][CH2:17][C:12]2([CH2:16][CH2:15][NH:14][CH2:13]2)[CH2:11][CH2:10]1.C(O)(=O)C. (3) Given the product [CH2:1]([N:8]([CH3:26])[CH2:9][CH2:10][CH:11]1[CH2:16][N:15]([CH2:17][C:18]2[CH:19]=[CH:20][C:21]([F:24])=[CH:22][CH:23]=2)[C:14](=[O:25])[CH2:13][N:12]1[C:31]([NH:30][CH:27]([CH3:29])[CH3:28])=[O:32])[C:2]1[CH:7]=[CH:6][CH:5]=[CH:4][CH:3]=1, predict the reactants needed to synthesize it. The reactants are: [CH2:1]([N:8]([CH3:26])[CH2:9][CH2:10][CH:11]1[CH2:16][N:15]([CH2:17][C:18]2[CH:23]=[CH:22][C:21]([F:24])=[CH:20][CH:19]=2)[C:14](=[O:25])[CH2:13][NH:12]1)[C:2]1[CH:7]=[CH:6][CH:5]=[CH:4][CH:3]=1.[CH:27]([N:30]=[C:31]=[O:32])([CH3:29])[CH3:28]. (4) Given the product [C:46]([O:45][C:43](=[O:44])[CH:37]([NH:36][C:9](=[O:35])[CH2:10][CH2:11][CH2:12][CH2:13][CH2:14][CH2:15][CH2:16][CH2:17][CH2:18][CH2:19][CH2:20][CH2:21][CH2:22][CH2:23][CH2:24][CH2:25][CH2:26][CH2:27][C:28]([O:30][C:31]([CH3:32])([CH3:33])[CH3:34])=[O:29])[CH2:38][CH2:39][C:40]([OH:42])=[O:41])([CH3:49])([CH3:47])[CH3:48], predict the reactants needed to synthesize it. The reactants are: O=C1CCC(=O)N1O[C:9](=[O:35])[CH2:10][CH2:11][CH2:12][CH2:13][CH2:14][CH2:15][CH2:16][CH2:17][CH2:18][CH2:19][CH2:20][CH2:21][CH2:22][CH2:23][CH2:24][CH2:25][CH2:26][CH2:27][C:28]([O:30][C:31]([CH3:34])([CH3:33])[CH3:32])=[O:29].[NH2:36][C@H:37]([C:43]([O:45][C:46]([CH3:49])([CH3:48])[CH3:47])=[O:44])[CH2:38][CH2:39][C:40](=[O:42])[OH:41]. (5) Given the product [CH2:1]([O:3][C:4]([N:6]1[CH2:11][CH2:10][N:9]([C:12](=[O:37])[C@@H:13]([NH:22][C:23]([C:25]2[CH:34]=[C:33]([O:35][C@H:47]([C:46]([O:45][CH2:38][C:39]3[CH:44]=[CH:43][CH:42]=[CH:41][CH:40]=3)=[O:50])[CH3:48])[C:32]3[C:27](=[CH:28][C:29]([CH3:36])=[CH:30][CH:31]=3)[N:26]=2)=[O:24])[CH2:14][C:15]([O:17][C:18]([CH3:20])([CH3:21])[CH3:19])=[O:16])[CH2:8][CH2:7]1)=[O:5])[CH3:2], predict the reactants needed to synthesize it. The reactants are: [CH2:1]([O:3][C:4]([N:6]1[CH2:11][CH2:10][N:9]([C:12](=[O:37])[C@@H:13]([NH:22][C:23]([C:25]2[CH:34]=[C:33]([OH:35])[C:32]3[C:27](=[CH:28][C:29]([CH3:36])=[CH:30][CH:31]=3)[N:26]=2)=[O:24])[CH2:14][C:15]([O:17][C:18]([CH3:21])([CH3:20])[CH3:19])=[O:16])[CH2:8][CH2:7]1)=[O:5])[CH3:2].[CH2:38]([O:45][C:46](=[O:50])[C@H:47](O)[CH3:48])[C:39]1[CH:44]=[CH:43][CH:42]=[CH:41][CH:40]=1.C1(P(C2C=CC=CC=2)C2C=CC=CC=2)C=CC=CC=1.N(C(OCC)=O)=NC(OCC)=O. (6) The reactants are: [CH2:1]([O:3][C:4](=[O:24])[CH2:5][CH:6]1[O:10][B:9]([OH:11])[C:8]2[CH:12]=[C:13]([O:17]C3CCCCO3)[CH:14]=[C:15]([F:16])[C:7]1=2)[CH3:2].Cl. Given the product [CH2:1]([O:3][C:4](=[O:24])[CH2:5][CH:6]1[O:10][B:9]([OH:11])[C:8]2[CH:12]=[C:13]([OH:17])[CH:14]=[C:15]([F:16])[C:7]1=2)[CH3:2], predict the reactants needed to synthesize it. (7) Given the product [O:1]1[C:5]2[CH:6]=[CH:7][C:8]([S:10]([N:13]([CH2:45][CH:46]([CH3:48])[CH3:47])[CH2:14][C@@H:15]([OH:44])[C@@H:16]([NH:32][C:33](=[O:43])[O:34][C@@H:35]3[C@H:42]4[C@H:38]([O:39][CH2:40][CH2:41]4)[O:37][CH2:36]3)[CH2:17][C:18]3[CH:23]=[CH:22][C:21]([OH:24])=[CH:20][CH:19]=3)(=[O:12])=[O:11])=[CH:9][C:4]=2[O:3][CH2:2]1, predict the reactants needed to synthesize it. The reactants are: [O:1]1[C:5]2[CH:6]=[CH:7][C:8]([S:10]([N:13]([CH2:45][CH:46]([CH3:48])[CH3:47])[CH2:14][C@@H:15]([OH:44])[C@@H:16]([NH:32][C:33](=[O:43])[O:34][C@@H:35]3[C@H:42]4[C@H:38]([O:39][CH2:40][CH2:41]4)[O:37][CH2:36]3)[CH2:17][C:18]3[CH:23]=[CH:22][C:21]([O:24]CC4C=CC=CC=4)=[CH:20][CH:19]=3)(=[O:12])=[O:11])=[CH:9][C:4]=2[O:3][CH2:2]1. (8) The reactants are: [F:1][C:2]1[C:3]([CH3:20])=[C:4]([C:8]2[CH:17]=[C:16]3[C:11]([CH:12]=[C:13]([NH2:18])[N:14]=[CH:15]3)=[C:10](C)[N:9]=2)[CH:5]=[N:6][CH:7]=1.CN(C(ON1N=NC2C=CC=NC1=2)=[N+](C)C)C.F[P-](F)(F)(F)(F)F.[F:45][C@H:46]1[CH2:48][C@H:47]1[C:49](O)=[O:50].C(N(CC)C(C)C)(C)C. Given the product [F:45][C@H:46]1[CH2:48][C@H:47]1[C:49]([NH:18][C:13]1[N:14]=[CH:15][C:16]2[C:11]([CH:12]=1)=[CH:10][N:9]=[C:8]([C:4]1[CH:5]=[N:6][CH:7]=[C:2]([F:1])[C:3]=1[CH3:20])[CH:17]=2)=[O:50], predict the reactants needed to synthesize it. (9) The reactants are: [CH3:1][N:2]1[C:11]2[C:6](=[CH:7][CH:8]=[CH:9][CH:10]=2)[C:5](=[O:12])[N:4]([CH2:13][C@H:14]2[CH2:19][CH2:18][C@H:17]([C:20]([OH:22])=O)[CH2:16][CH2:15]2)[C:3]1=[O:23].CCN(C(C)C)C(C)C.CN(C(ON1N=[N:48][C:43]2C=[CH:45][CH:46]=[N:47][C:42]1=2)=[N+](C)C)C.F[P-](F)(F)(F)(F)F.C(N1CCNCC1)(OC(C)(C)C)=O.OS(O)(=O)=O. Given the product [CH3:1][N:2]1[C:11]2[C:6](=[CH:7][CH:8]=[CH:9][CH:10]=2)[C:5](=[O:12])[N:4]([CH2:13][C@H:14]2[CH2:19][CH2:18][C@H:17]([C:20]([N:47]3[CH2:42][CH2:43][NH:48][CH2:45][CH2:46]3)=[O:22])[CH2:16][CH2:15]2)[C:3]1=[O:23], predict the reactants needed to synthesize it.